Dataset: Reaction yield outcomes from USPTO patents with 853,638 reactions. Task: Predict the reaction yield, written as a fraction of the theoretical maximum amount of product (1.0 means a 100% yield; for example, 0.34 means a 34% yield). The reactants are [CH3:1][O:2][C:3]1[CH:8]=[CH:7][C:6]([C:9]2[S:13][C:12]([C:14]([O:16]C)=[O:15])=[C:11]([C:18]3[CH:23]=[CH:22][C:21]([S:24](=[O:27])(=[O:26])[NH2:25])=[CH:20][CH:19]=3)[C:10]=2[CH3:28])=[CH:5][CH:4]=1.[OH-].[Na+].Cl. The catalyst is C(O)C.O. The product is [CH3:1][O:2][C:3]1[CH:4]=[CH:5][C:6]([C:9]2[S:13][C:12]([C:14]([OH:16])=[O:15])=[C:11]([C:18]3[CH:23]=[CH:22][C:21]([S:24](=[O:27])(=[O:26])[NH2:25])=[CH:20][CH:19]=3)[C:10]=2[CH3:28])=[CH:7][CH:8]=1. The yield is 0.970.